The task is: Predict the reaction yield, written as a fraction of the theoretical maximum amount of product (1.0 means a 100% yield; for example, 0.34 means a 34% yield).. This data is from Reaction yield outcomes from USPTO patents with 853,638 reactions. (1) The reactants are [OH:1][C:2]1[N:10]=[C:9]([CH3:11])[CH:8]=[CH:7][C:3]=1[C:4]([OH:6])=[O:5].[N+:12]([O-])([OH:14])=[O:13]. The product is [OH:1][C:2]1[N:10]=[C:9]([CH3:11])[C:8]([N+:12]([O-:14])=[O:13])=[CH:7][C:3]=1[C:4]([OH:6])=[O:5]. The yield is 0.870. The catalyst is S(=O)(=O)(O)O. (2) The reactants are [CH2:1]1[CH:3]2[CH2:4][C:5]3[C:6]([O:11][C:12]4[N:13]=[N:14][C:15]([Cl:19])=[CH:16][C:17]=4Cl)=[CH:7][CH:8]=[CH:9][C:10]=3[CH:2]12.[OH-:20].[Na+]. The catalyst is CS(C)=O. The product is [CH2:1]1[CH:3]2[CH2:4][C:5]3[C:6]([O:11][C:12]4[N:13]=[N:14][C:15]([Cl:19])=[CH:16][C:17]=4[OH:20])=[CH:7][CH:8]=[CH:9][C:10]=3[CH:2]12. The yield is 0.439. (3) The reactants are [F:1][C:2]([F:7])([F:6])[C:3]([OH:5])=[O:4].[CH3:8][S:9]([C:12]1[CH:17]=[CH:16][C:15]([C:18]2[CH:23]=[CH:22][C:21]([O:24][CH2:25][CH:26]3[CH2:31][CH2:30][NH:29][CH2:28][CH2:27]3)=[CH:20][N:19]=2)=[CH:14][CH:13]=1)(=[O:11])=[O:10].Br[C:33]1[S:37][N:36]=[C:35]([CH:38]([CH3:40])[CH3:39])[N:34]=1.C(N(CC)CC)C. The catalyst is ClCCCl. The product is [C:3]([OH:5])([C:2]([F:7])([F:6])[F:1])=[O:4].[F:1][C:2]([F:7])([F:6])[C:3]([OH:5])=[O:4].[CH3:39][CH:38]([C:35]1[N:34]=[C:33]([N:29]2[CH2:30][CH2:31][CH:26]([CH2:25][O:24][C:21]3[CH:22]=[CH:23][C:18]([C:15]4[CH:16]=[CH:17][C:12]([S:9]([CH3:8])(=[O:10])=[O:11])=[CH:13][CH:14]=4)=[N:19][CH:20]=3)[CH2:27][CH2:28]2)[S:37][N:36]=1)[CH3:40]. The yield is 0.000500. (4) The reactants are O.OO.N[C:5]([NH2:7])=[O:6].[OH-].[Na+].C([C:12]1[N:13]=[CH:14][C:15]([C:18]2[CH:19]=[C:20]3[C:24](=[CH:25][CH:26]=2)[C@H:23]([N:27]2[CH2:30][C:29]4([CH2:35][CH2:34][N:33]([C:36]([O:38][C:39]([CH3:42])([CH3:41])[CH3:40])=[O:37])[CH2:32][CH2:31]4)[CH2:28]2)[CH2:22][CH2:21]3)=[N:16][CH:17]=1)#N. The catalyst is CCO. The product is [C:39]([O:38][C:36]([N:33]1[CH2:34][CH2:35][C:29]2([CH2:28][N:27]([C@H:23]3[C:24]4[C:20](=[CH:19][C:18]([C:15]5[CH:14]=[N:13][C:12]([C:5](=[O:6])[NH2:7])=[CH:17][N:16]=5)=[CH:26][CH:25]=4)[CH2:21][CH2:22]3)[CH2:30]2)[CH2:31][CH2:32]1)=[O:37])([CH3:42])([CH3:40])[CH3:41]. The yield is 0.530. (5) The reactants are [Li+].C[Si]([N-][Si](C)(C)C)(C)C.CC1C=CC(S(O[C@H:22]([CH2:34][CH2:35][O:36][CH2:37][C:38]2[CH:43]=[CH:42][CH:41]=[CH:40][CH:39]=2)[CH2:23][CH:24]([C:27]2[CH:32]=[CH:31][CH:30]=[C:29]([Cl:33])[CH:28]=2)[C:25]#[N:26])(=O)=O)=CC=1.O. The catalyst is CN(C=O)C. The product is [Cl:33][C:29]1[CH:28]=[C:27]([C@@:24]2([C:25]#[N:26])[CH2:23][C@@H:22]2[CH2:34][CH2:35][O:36][CH2:37][C:38]2[CH:39]=[CH:40][CH:41]=[CH:42][CH:43]=2)[CH:32]=[CH:31][CH:30]=1. The yield is 0.650. (6) The reactants are [NH2:1][CH:2]1[CH2:7][CH2:6][C:5]([CH3:9])([OH:8])[CH2:4][CH2:3]1.[F:10][C:11]1[CH:16]=[CH:15][C:14]([F:17])=[CH:13][C:12]=1[C@H:18]1[CH2:22][CH2:21][CH2:20][N:19]1[C:23]1[CH:28]=[CH:27][N:26]2[N:29]=[CH:30][C:31]([C:32](O)=[O:33])=[C:25]2[N:24]=1. No catalyst specified. The product is [F:10][C:11]1[CH:16]=[CH:15][C:14]([F:17])=[CH:13][C:12]=1[C@H:18]1[CH2:22][CH2:21][CH2:20][N:19]1[C:23]1[CH:28]=[CH:27][N:26]2[N:29]=[CH:30][C:31]([C:32]([NH:1][CH:2]3[CH2:7][CH2:6][C:5]([OH:8])([CH3:9])[CH2:4][CH2:3]3)=[O:33])=[C:25]2[N:24]=1. The yield is 0.480. (7) The reactants are [H-].C(O[Al](OC(C)(C)C)OC(C)(C)C)(C)(C)C.[Li+].[OH:19][C@@H:20]1[CH2:37][CH2:36][C@@:35]2([CH3:38])[C@@H:22]([CH2:23][CH2:24][C@@H:25]3[C@@H:34]2[CH2:33][CH2:32][C@@:30]2([CH3:31])[C@H:26]3[CH2:27][CH2:28][C:29]2=[S:39])[CH2:21]1.C([O-])(O)=O.[Na+]. The catalyst is C1COCC1. The product is [OH:19][C@@H:20]1[CH2:37][CH2:36][C@@:35]2([CH3:38])[C@@H:22]([CH2:23][CH2:24][C@@H:25]3[C@@H:34]2[CH2:33][CH2:32][C@@:30]2([CH3:31])[C@H:26]3[CH2:27][CH2:28][C@@H:29]2[SH:39])[CH2:21]1. The yield is 0.950.